This data is from Catalyst prediction with 721,799 reactions and 888 catalyst types from USPTO. The task is: Predict which catalyst facilitates the given reaction. (1) Reactant: [NH2:1][C@@H:2]([C:6]([OH:8])=[O:7])[C@@H:3]([CH3:5])[OH:4].C([O-])([O-])=O.[K+].[K+].[Cl:15][C:16]1[CH:23]=[C:22](F)[CH:21]=[CH:20][C:17]=1[C:18]#[N:19]. Product: [Cl:15][C:16]1[CH:23]=[C:22]([NH:1][C@H:2]([C@H:3]([OH:4])[CH3:5])[C:6]([OH:8])=[O:7])[CH:21]=[CH:20][C:17]=1[C:18]#[N:19]. The catalyst class is: 16. (2) Reactant: [NH2:1][C:2]1[C:3]([Cl:22])=[CH:4][C:5]([F:21])=[C:6]([N:8]2[C:17]3[C:12](=[CH:13][CH:14]=[C:15](Cl)[N:16]=3)[C:11](=[O:19])[CH:10]=[C:9]2[CH3:20])[CH:7]=1.[CH3:23][C:24]1[C:28](B(O)O)=[C:27]([CH3:32])[O:26][N:25]=1.C(N(CC)CC)C.COC1C=CC=C(OC)C=1C1C=CC=CC=1P(C1CCCCC1)C1CCCCC1. Product: [NH2:1][C:2]1[C:3]([Cl:22])=[CH:4][C:5]([F:21])=[C:6]([N:8]2[C:17]3[C:12](=[CH:13][CH:14]=[C:15]([C:28]4[C:24]([CH3:23])=[N:25][O:26][C:27]=4[CH3:32])[N:16]=3)[C:11](=[O:19])[CH:10]=[C:9]2[CH3:20])[CH:7]=1. The catalyst class is: 160. (3) Reactant: C(OC([N:8]1[CH2:17][CH2:16][C:15]2[C:10](=[CH:11][C:12](/[CH:18]=[CH:19]/[C:20]([O:22][CH3:23])=[O:21])=[CH:13][CH:14]=2)[CH2:9]1)=O)(C)(C)C.C(O)(C(F)(F)F)=O. Product: [CH3:23][O:22][C:20](=[O:21])/[CH:19]=[CH:18]/[C:12]1[CH:11]=[C:10]2[C:15]([CH2:16][CH2:17][NH:8][CH2:9]2)=[CH:14][CH:13]=1. The catalyst class is: 4. (4) Reactant: FC(F)(F)C(O)=O.[Cl:8][C:9]1[C:10]([F:39])=[C:11]([CH:15]2[C:19]([C:22]3[CH:27]=[CH:26][C:25]([Cl:28])=[CH:24][C:23]=3[F:29])([C:20]#[N:21])[CH:18]([CH2:30][C:31]3([CH2:34][OH:35])[CH2:33][CH2:32]3)[NH:17][CH:16]2[C:36](O)=[O:37])[CH:12]=[CH:13][CH:14]=1.CC1(C)[O:45][C@@H:44]([CH2:46][CH2:47][NH2:48])[CH2:43][O:42]1.CN(C(ON1N=NC2C=CC=NC1=2)=[N+](C)C)C.F[P-](F)(F)(F)(F)F.CCN(C(C)C)C(C)C.Cl. Product: [OH:45][C@H:44]([CH2:43][OH:42])[CH2:46][CH2:47][NH:48][C:36]([CH:16]1[CH:15]([C:11]2[CH:12]=[CH:13][CH:14]=[C:9]([Cl:8])[C:10]=2[F:39])[C:19]([C:22]2[CH:27]=[CH:26][C:25]([Cl:28])=[CH:24][C:23]=2[F:29])([C:20]#[N:21])[CH:18]([CH2:30][C:31]2([CH2:34][OH:35])[CH2:32][CH2:33]2)[NH:17]1)=[O:37]. The catalyst class is: 539. (5) Product: [CH:6]1([CH2:9][O:10][C:11]2[CH:12]=[CH:13][C:14]([N:17]3[C:22](=[O:23])[C:21]4[NH:24][CH:25]=[CH:26][C:20]=4[N:19]=[C:18]3[S:27][CH2:29][CH3:30])=[CH:15][CH:16]=2)[CH2:7][CH2:8]1. The catalyst class is: 13. Reactant: C(=O)([O-])O.[Na+].[CH:6]1([CH2:9][O:10][C:11]2[CH:16]=[CH:15][C:14]([N:17]3[C:22](=[O:23])[C:21]4[NH:24][CH:25]=[CH:26][C:20]=4[NH:19][C:18]3=[S:27])=[CH:13][CH:12]=2)[CH2:8][CH2:7]1.I[CH2:29][CH3:30].CN(C)C=O.